This data is from Reaction yield outcomes from USPTO patents with 853,638 reactions. The task is: Predict the reaction yield, written as a fraction of the theoretical maximum amount of product (1.0 means a 100% yield; for example, 0.34 means a 34% yield). (1) The reactants are C(OC([NH:11][CH:12]([CH2:23][CH2:24][P:25]([O:37][CH3:38])([O:27][C:28]1[CH:33]=[CH:32][CH:31]=[C:30]([N+:34]([O-:36])=[O:35])[CH:29]=1)=[O:26])[C:13]([O:15]CC1C=CC=CC=1)=[O:14])=O)C1C=CC=CC=1.C1(OC)C=CC=CC=1.[Cl-].[Cl-].[Cl-].[Al+3].O. The catalyst is [N+](C)([O-])=O. The product is [NH2:11][CH:12]([CH2:23][CH2:24][P:25]([O:37][CH3:38])([O:27][C:28]1[CH:33]=[CH:32][CH:31]=[C:30]([N+:34]([O-:36])=[O:35])[CH:29]=1)=[O:26])[C:13]([OH:15])=[O:14]. The yield is 0.630. (2) The reactants are [Br:1][C:2]1[CH:3]=[C:4]2[C:9](=[CH:10][CH:11]=1)[N:8]=[CH:7][C:6](I)=[C:5]2[Cl:13].CC1(C)C(C)(C)OB([C:22]2[CH:23]=[N:24][N:25]([CH2:27][CH2:28][OH:29])[CH:26]=2)O1.C(=O)([O-])[O-].[K+].[K+]. The catalyst is O1CCOCC1.O.C1C=CC(P(C2C=CC=CC=2)[C-]2C=CC=C2)=CC=1.C1C=CC(P(C2C=CC=CC=2)[C-]2C=CC=C2)=CC=1.Cl[Pd]Cl.[Fe+2]. The product is [Br:1][C:2]1[CH:3]=[C:4]2[C:9](=[CH:10][CH:11]=1)[N:8]=[CH:7][C:6]([C:22]1[CH:23]=[N:24][N:25]([CH2:27][CH2:28][OH:29])[CH:26]=1)=[C:5]2[Cl:13]. The yield is 0.890. (3) The reactants are [Cl:1][C:2]1[CH:29]=[CH:28][C:5]([CH2:6][NH:7][C:8]([C:10]2[C:11](=[O:27])[C:12]3[CH:19]=[C:18]([CH2:20][N:21]4[CH2:26][CH2:25][O:24][CH2:23][CH2:22]4)[S:17][C:13]=3[N:14]([CH3:16])[CH:15]=2)=[O:9])=[CH:4][CH:3]=1. The catalyst is Cl. The product is [ClH:1].[Cl:1][C:2]1[CH:3]=[CH:4][C:5]([CH2:6][NH:7][C:8]([C:10]2[C:11](=[O:27])[C:12]3[CH:19]=[C:18]([CH2:20][N:21]4[CH2:22][CH2:23][O:24][CH2:25][CH2:26]4)[S:17][C:13]=3[N:14]([CH3:16])[CH:15]=2)=[O:9])=[CH:28][CH:29]=1. The yield is 0.900. (4) The reactants are I[C:2]1[CH:8]=[C:7]([C:9]([F:12])([F:11])[F:10])[CH:6]=[CH:5][C:3]=1[NH2:4].[CH2:13]([Si:15]([CH2:23][CH3:24])([CH2:21][CH3:22])[C:16]#[C:17][CH2:18][CH2:19][OH:20])[CH3:14].[Cl-].[Li+].C(=O)([O-])[O-].[Na+].[Na+]. The catalyst is CN(C=O)C.C1(P([C-]2C=CC=C2)C2C=CC=CC=2)C=CC=CC=1.[C-]1(P(C2C=CC=CC=2)C2C=CC=CC=2)C=CC=C1.[Fe+2].[Pd](Cl)Cl. The product is [CH2:23]([Si:15]([CH2:13][CH3:14])([CH2:21][CH3:22])[C:16]1[NH:4][C:3]2[C:2]([C:17]=1[CH2:18][CH2:19][OH:20])=[CH:8][C:7]([C:9]([F:12])([F:11])[F:10])=[CH:6][CH:5]=2)[CH3:24]. The yield is 0.610. (5) The reactants are [Cl:1][C:2]1[CH:7]=[C:6]([N:8]2[CH2:13][CH2:12][O:11][CH2:10][CH2:9]2)[N:5]=[C:4]([NH:14][C:15]2[N:20]=[C:19]([N:21]([C:23]3[CH:28]=[C:27]([CH2:29][O:30][Si](C)(C)C(C)(C)C)[CH:26]=[CH:25][C:24]=3[CH3:38])[CH3:22])[CH:18]=[CH:17][N:16]=2)[CH:3]=1.Cl. The catalyst is CO. The product is [Cl:1][C:2]1[CH:7]=[C:6]([N:8]2[CH2:13][CH2:12][O:11][CH2:10][CH2:9]2)[N:5]=[C:4]([NH:14][C:15]2[N:20]=[C:19]([N:21]([CH3:22])[C:23]3[CH:28]=[C:27]([CH2:29][OH:30])[CH:26]=[CH:25][C:24]=3[CH3:38])[CH:18]=[CH:17][N:16]=2)[CH:3]=1. The yield is 0.500. (6) The reactants are [Cl:1][C:2]1[CH:7]=[CH:6][C:5]([C:8]([C:11]2[N:15]([C:16]3[CH:21]=[CH:20][C:19]([F:22])=[CH:18][CH:17]=3)[C:14]([CH:23]=O)=[N:13][CH:12]=2)([CH3:10])[CH3:9])=[CH:4][C:3]=1[O:25][CH3:26].[Br-].[Cl:28][C:29]1[CH:54]=[C:53]([C:55]([O:57][CH2:58][CH3:59])=[O:56])[CH:52]=[C:51]([F:60])[C:30]=1[CH2:31][P+](C1C=CC=CC=1)(C1C=CC=CC=1)C1C=CC=CC=1.C1CCN2C(=NCCC2)CC1. The catalyst is CC#N.O. The product is [Cl:28][C:29]1[CH:54]=[C:53]([CH:52]=[C:51]([F:60])[C:30]=1[CH:31]=[CH:23][C:14]1[N:15]([C:16]2[CH:17]=[CH:18][C:19]([F:22])=[CH:20][CH:21]=2)[C:11]([C:8]([C:5]2[CH:6]=[CH:7][C:2]([Cl:1])=[C:3]([O:25][CH3:26])[CH:4]=2)([CH3:10])[CH3:9])=[CH:12][N:13]=1)[C:55]([O:57][CH2:58][CH3:59])=[O:56]. The yield is 0.510. (7) The reactants are [O:1]1[CH2:6][CH2:5][CH2:4][CH2:3][CH:2]1[CH2:7][OH:8].F[C:10]1[CH:11]=[C:12]([CH3:19])[CH:13]=[CH:14][C:15]=1[N+:16]([O-:18])=[O:17].[CH3:20][C:21]1[CH:27]=[CH:26][C:24]([NH2:25])=[C:23]([O:28][CH2:29][CH:30]2[CH2:35][CH2:34][CH2:33][CH2:32][O:31]2)[CH:22]=1.[NH2:36][C:37]1[S:38][CH:39]=[CH:40][N:41]=1. No catalyst specified. The product is [N+:16]([C:15]1[CH:14]=[CH:13][C:12]([CH3:19])=[CH:11][C:10]=1[O:8][CH2:7][CH:2]1[CH2:3][CH2:4][CH2:5][CH2:6][O:1]1)([O-:18])=[O:17].[CH3:20][C:21]1[CH:27]=[CH:26][C:24]([NH:25][C:7]([NH:36][C:37]2[S:38][CH:39]=[CH:40][N:41]=2)=[O:8])=[C:23]([O:28][CH2:29][CH:30]2[CH2:35][CH2:34][CH2:33][CH2:32][O:31]2)[CH:22]=1. The yield is 0.640. (8) The reactants are [CH2:1]([O:8][C:9]1[CH:10]=[C:11]2[C:16](=[CH:17][C:18]=1[O:19][CH3:20])[N:15]=[CH:14][CH2:13][C:12]2=O)[C:2]1[CH:7]=[CH:6][CH:5]=[CH:4][CH:3]=1.C(NC(C)C)(C)C.P(Cl)(Cl)([Cl:31])=O. No catalyst specified. The product is [CH2:1]([O:8][C:9]1[CH:10]=[C:11]2[C:16](=[CH:17][C:18]=1[O:19][CH3:20])[N:15]=[CH:14][CH:13]=[C:12]2[Cl:31])[C:2]1[CH:7]=[CH:6][CH:5]=[CH:4][CH:3]=1. The yield is 0.630.